This data is from M1 muscarinic receptor antagonist screen with 61,756 compounds. The task is: Binary Classification. Given a drug SMILES string, predict its activity (active/inactive) in a high-throughput screening assay against a specified biological target. (1) The molecule is S(CCC(NC(=O)NCc1c(F)cccc1)C(O)=O)C. The result is 0 (inactive). (2) The molecule is O=C1N(Cc2ccccc2)C(Nc2c(CC)cccc2)=NC1. The result is 0 (inactive). (3) The compound is O(C(=O)N1CCN(CC1)c1ncnc2c1[nH]c1c2cc(OC)cc1)CC. The result is 0 (inactive). (4) The molecule is s1c(nn2c(nnc12)c1occc1)c1cc(OCC)ccc1. The result is 0 (inactive). (5) The result is 0 (inactive). The drug is O=C(N)C1C(=C1c1ccccc1)c1ccccc1. (6) The drug is Clc1ccc(NC(=O)N(C2CC(=O)N(C2=O)c2ccc(OC)cc2)CC=C)cc1. The result is 0 (inactive).